Dataset: Catalyst prediction with 721,799 reactions and 888 catalyst types from USPTO. Task: Predict which catalyst facilitates the given reaction. (1) Reactant: Cl[C:2]1[N:7]=[C:6]([C:8]2([NH:13][C:14]([NH:16][C:17]3[CH:22]=[CH:21][C:20]([C:23]4[CH:28]=[CH:27][N:26]=[C:25]([CH3:29])[CH:24]=4)=[CH:19][CH:18]=3)=[O:15])[CH2:12][CH2:11][CH2:10][CH2:9]2)[CH:5]=[CH:4][CH:3]=1. Product: [CH3:29][C:25]1[CH:24]=[C:23]([C:20]2[CH:19]=[CH:18][C:17]([NH:16][C:14]([NH:13][C:8]3([C:6]4[CH:5]=[CH:4][CH:3]=[CH:2][N:7]=4)[CH2:9][CH2:10][CH2:11][CH2:12]3)=[O:15])=[CH:22][CH:21]=2)[CH:28]=[CH:27][N:26]=1. The catalyst class is: 5. (2) Reactant: [CH3:1][O:2][C:3]1[CH:8]=[CH:7][C:6]([CH:9]([C:31]2[CH:36]=[CH:35][C:34]([O:37][CH3:38])=[CH:33][CH:32]=2)[N:10]2[C:14]3[CH:15]=[CH:16][CH:17]=[C:18]([O:19][C:20]4[CH:29]=[C:28](F)[CH:27]=[CH:26][C:21]=4[C:22]([O:24][CH3:25])=[O:23])[C:13]=3[N:12]=[CH:11]2)=[CH:5][CH:4]=1.[NH:39]1[CH2:44][CH2:43][NH:42][CH2:41][CH2:40]1. Product: [CH3:1][O:2][C:3]1[CH:8]=[CH:7][C:6]([CH:9]([C:31]2[CH:36]=[CH:35][C:34]([O:37][CH3:38])=[CH:33][CH:32]=2)[N:10]2[C:14]3[CH:15]=[CH:16][CH:17]=[C:18]([O:19][C:20]4[CH:29]=[C:28]([N:39]5[CH2:44][CH2:43][NH:42][CH2:41][CH2:40]5)[CH:27]=[CH:26][C:21]=4[C:22]([O:24][CH3:25])=[O:23])[C:13]=3[N:12]=[CH:11]2)=[CH:5][CH:4]=1. The catalyst class is: 16. (3) Reactant: [CH3:1][C:2]1([CH3:15])[C:11]2[C:6](=[CH:7][C:8]([CH3:12])=[CH:9][CH:10]=2)[C:5]([CH3:14])([CH3:13])[CH2:4][CH2:3]1.Cl[CH2:17][C:18]1[O:22][C:21]([C:23]([O:25][CH3:26])=[O:24])=[CH:20][CH:19]=1.[Cl-].[Cl-].[Cl-].[Al+3]. Product: [CH3:12][C:8]1[C:9]([CH2:17][C:18]2[O:22][C:21]([C:23]([O:25][CH3:26])=[O:24])=[CH:20][CH:19]=2)=[CH:10][C:11]2[C:2]([CH3:15])([CH3:1])[CH2:3][CH2:4][C:5]([CH3:14])([CH3:13])[C:6]=2[CH:7]=1. The catalyst class is: 2. (4) Reactant: [NH2:1][C:2]1[CH:7]=[CH:6][C:5]([OH:8])=[CH:4][C:3]=1[Cl:9].N1C=CC=CC=1.Cl[C:17]([O:19][C:20]1[CH:25]=[CH:24][CH:23]=[CH:22][CH:21]=1)=[O:18].Cl. Product: [Cl:9][C:3]1[CH:4]=[C:5]([OH:8])[CH:6]=[CH:7][C:2]=1[NH:1][C:17](=[O:18])[O:19][C:20]1[CH:25]=[CH:24][CH:23]=[CH:22][CH:21]=1. The catalyst class is: 288. (5) Reactant: [NH2:1][CH2:2][CH2:3][NH:4][C:5](=O)[CH:6]([CH2:13][CH2:14][O:15][CH2:16][C:17]1[CH:22]=[CH:21][CH:20]=[CH:19][CH:18]=1)[C:7]([NH:9][CH2:10][CH2:11][NH2:12])=O. Product: [NH2:1][CH2:2][CH2:3][NH:4][CH2:5][CH:6]([CH2:13][CH2:14][O:15][CH2:16][C:17]1[CH:18]=[CH:19][CH:20]=[CH:21][CH:22]=1)[CH2:7][NH:9][CH2:10][CH2:11][NH2:12]. The catalyst class is: 1. (6) Reactant: [CH3:1][C:2]1([CH3:9])[C:7](=[O:8])[CH2:6][CH2:5][NH:4][CH2:3]1.[CH3:10][C:11]1[CH:16]=[CH:15][C:14]([S:17](Cl)(=[O:19])=[O:18])=[CH:13][CH:12]=1.C(=O)([O-])[O-].[K+].[K+]. Product: [CH3:1][C:2]1([CH3:9])[C:7](=[O:8])[CH2:6][CH2:5][N:4]([S:17]([C:14]2[CH:15]=[CH:16][C:11]([CH3:10])=[CH:12][CH:13]=2)(=[O:19])=[O:18])[CH2:3]1. The catalyst class is: 10. (7) Product: [ClH:34].[ClH:47].[NH2:37][CH:38]([CH2:39][CH2:40][CH2:41][CH2:42][NH2:43])[C:44]([NH:13][C:12]1[CH:14]=[CH:15][CH:16]=[C:17]([C:18]#[C:19][C:20]2[C:25]([F:26])=[C:24]([F:27])[N:23]=[C:22]([F:28])[C:21]=2[F:29])[C:11]=1[C:10]#[C:9][C:6]1[C:5]([F:30])=[C:4]([F:31])[N:3]=[C:2]([F:1])[C:7]=1[F:8])=[O:45]. Reactant: [F:1][C:2]1[C:7]([F:8])=[C:6]([C:9]#[C:10][C:11]2[C:17]([C:18]#[C:19][C:20]3[C:25]([F:26])=[C:24]([F:27])[N:23]=[C:22]([F:28])[C:21]=3[F:29])=[CH:16][CH:15]=[CH:14][C:12]=2[NH2:13])[C:5]([F:30])=[C:4]([F:31])[N:3]=1.P(Cl)(Cl)([Cl:34])=O.[NH2:37][C@H:38]([C:44](O)=[O:45])[CH2:39][CH2:40][CH2:41][CH2:42][NH2:43].[ClH:47]. The catalyst class is: 877. (8) Reactant: [NH2:1][C:2]1[CH:7]=[C:6]([O:8][CH3:9])[CH:5]=[CH:4][C:3]=1[NH:10][C:11]1[CH:12]=[CH:13][C:14]([NH2:17])=[N:15][CH:16]=1.[O:18](C(C(F)(F)F)=O)[C:19]([C:21]([F:24])([F:23])[F:22])=O. Product: [F:22][C:21]([F:23])([F:24])[C:19]([NH:17][C:14]1[CH:13]=[CH:12][C:11]([N:10]2[C:3]3[CH:4]=[CH:5][C:6]([O:8][CH3:9])=[CH:7][C:2]=3[N:1]=[C:19]2[C:21]([F:24])([F:23])[F:22])=[CH:16][N:15]=1)=[O:18]. The catalyst class is: 55. (9) Reactant: [CH3:1][O:2][C:3]1[CH:8]=[CH:7][C:6]([C:9](=O)[CH2:10][C:11](=O)[C:12]([O:14][CH2:15][CH3:16])=[O:13])=[CH:5][CH:4]=1.[CH3:19][CH:20]([N:22]1[C:26]([NH2:27])=[CH:25][CH:24]=[N:23]1)[CH3:21]. Product: [CH3:19][CH:20]([N:22]1[C:26]2[N:27]=[C:9]([C:6]3[CH:7]=[CH:8][C:3]([O:2][CH3:1])=[CH:4][CH:5]=3)[CH:10]=[C:11]([C:12]([O:14][CH2:15][CH3:16])=[O:13])[C:25]=2[CH:24]=[N:23]1)[CH3:21]. The catalyst class is: 48.